From a dataset of Merck oncology drug combination screen with 23,052 pairs across 39 cell lines. Regression. Given two drug SMILES strings and cell line genomic features, predict the synergy score measuring deviation from expected non-interaction effect. (1) Drug 1: CC1CC2C3CCC4=CC(=O)C=CC4(C)C3(F)C(O)CC2(C)C1(O)C(=O)CO. Drug 2: Cc1nc(Nc2ncc(C(=O)Nc3c(C)cccc3Cl)s2)cc(N2CCN(CCO)CC2)n1. Cell line: RKO. Synergy scores: synergy=1.79. (2) Drug 1: Cn1c(=O)n(-c2ccc(C(C)(C)C#N)cc2)c2c3cc(-c4cnc5ccccc5c4)ccc3ncc21. Drug 2: NC1CCCCC1N.O=C(O)C(=O)O.[Pt+2]. Cell line: NCIH23. Synergy scores: synergy=-1.63. (3) Drug 1: N.N.O=C(O)C1(C(=O)O)CCC1.[Pt]. Drug 2: C=CCn1c(=O)c2cnc(Nc3ccc(N4CCN(C)CC4)cc3)nc2n1-c1cccc(C(C)(C)O)n1. Cell line: SKMEL30. Synergy scores: synergy=10.5. (4) Drug 1: N.N.O=C(O)C1(C(=O)O)CCC1.[Pt]. Drug 2: Cn1nnc2c(C(N)=O)ncn2c1=O. Cell line: SKOV3. Synergy scores: synergy=-20.8. (5) Drug 1: C#Cc1cccc(Nc2ncnc3cc(OCCOC)c(OCCOC)cc23)c1. Drug 2: CCC1(O)C(=O)OCc2c1cc1n(c2=O)Cc2cc3c(CN(C)C)c(O)ccc3nc2-1. Cell line: T47D. Synergy scores: synergy=-8.42. (6) Drug 1: O=C(CCCCCCC(=O)Nc1ccccc1)NO. Drug 2: CCc1cnn2c(NCc3ccc[n+]([O-])c3)cc(N3CCCCC3CCO)nc12. Cell line: A2058. Synergy scores: synergy=-41.3. (7) Drug 1: COc1cc(C2c3cc4c(cc3C(OC3OC5COC(C)OC5C(O)C3O)C3COC(=O)C23)OCO4)cc(OC)c1O. Drug 2: Cn1nnc2c(C(N)=O)ncn2c1=O. Cell line: ES2. Synergy scores: synergy=11.8. (8) Drug 1: N#Cc1ccc(Cn2cncc2CN2CCN(c3cccc(Cl)c3)C(=O)C2)cc1. Drug 2: CCc1cnn2c(NCc3ccc[n+]([O-])c3)cc(N3CCCCC3CCO)nc12. Cell line: ES2. Synergy scores: synergy=6.05. (9) Drug 1: COc1cccc2c1C(=O)c1c(O)c3c(c(O)c1C2=O)CC(O)(C(=O)CO)CC3OC1CC(N)C(O)C(C)O1. Drug 2: O=C(NOCC(O)CO)c1ccc(F)c(F)c1Nc1ccc(I)cc1F. Cell line: HCT116. Synergy scores: synergy=7.23.